Dataset: Forward reaction prediction with 1.9M reactions from USPTO patents (1976-2016). Task: Predict the product of the given reaction. Given the reactants [OH:1][C:2]1[C:9]([CH3:10])=[CH:8][CH:7]=[CH:6][C:3]=1[CH:4]=[O:5].I[CH:12]([CH3:14])[CH3:13].C(=O)([O-])[O-].[K+].[K+], predict the reaction product. The product is: [CH:12]([O:1][C:2]1[C:9]([CH3:10])=[CH:8][CH:7]=[CH:6][C:3]=1[CH:4]=[O:5])([CH3:14])[CH3:13].